This data is from Reaction yield outcomes from USPTO patents with 853,638 reactions. The task is: Predict the reaction yield, written as a fraction of the theoretical maximum amount of product (1.0 means a 100% yield; for example, 0.34 means a 34% yield). (1) The reactants are C(OC(=O)[NH:7][C:8]([CH3:41])([CH3:40])[CH2:9][C:10]([N:12]1[CH2:17][CH2:16][CH:15]([C:18]2[CH:23]=[CH:22][C:21]([NH:24][C:25]([C:27]3[NH:28][CH:29]=[C:30]([C:32]#[N:33])[N:31]=3)=[O:26])=[C:20]([C:34]3[CH2:39][CH2:38][CH2:37][CH2:36][CH:35]=3)[CH:19]=2)[CH2:14][CH2:13]1)=[O:11])(C)(C)C.CCO.[C:46]([OH:52])([C:48]([F:51])([F:50])[F:49])=[O:47]. The catalyst is C(Cl)Cl.C(O)CC. The product is [F:49][C:48]([F:51])([F:50])[C:46]([OH:52])=[O:47].[NH2:7][C:8]([CH3:41])([CH3:40])[CH2:9][C:10]([N:12]1[CH2:17][CH2:16][CH:15]([C:18]2[CH:23]=[CH:22][C:21]([NH:24][C:25]([C:27]3[NH:28][CH:29]=[C:30]([C:32]#[N:33])[N:31]=3)=[O:26])=[C:20]([C:34]3[CH2:39][CH2:38][CH2:37][CH2:36][CH:35]=3)[CH:19]=2)[CH2:14][CH2:13]1)=[O:11]. The yield is 0.990. (2) The reactants are Cl[C:2]1[CH:7]=[C:6]([N:8]2[CH2:12][CH2:11][CH2:10][CH2:9]2)[N:5]=[C:4]([N:13]2[CH2:17][CH2:16][CH2:15][CH2:14]2)[N:3]=1.[N+:18]([C:21]1[CH:26]=[CH:25][C:24]([N:27]2[CH2:32][CH2:31][NH:30][CH2:29][CH2:28]2)=[CH:23][CH:22]=1)([O-:20])=[O:19].N1C=CC=CC=1. The product is [N+:18]([C:21]1[CH:22]=[CH:23][C:24]([N:27]2[CH2:32][CH2:31][N:30]([C:2]3[CH:7]=[C:6]([N:8]4[CH2:12][CH2:11][CH2:10][CH2:9]4)[N:5]=[C:4]([N:13]4[CH2:17][CH2:16][CH2:15][CH2:14]4)[N:3]=3)[CH2:29][CH2:28]2)=[CH:25][CH:26]=1)([O-:20])=[O:19]. The catalyst is O. The yield is 0.490. (3) The catalyst is CC(O)C. The reactants are [CH3:1][O:2][C:3]1[CH:8]=[C:7]([CH:9]=[CH2:10])[CH:6]=[CH:5][C:4]=1[N+:11]([O-:13])=[O:12].[CH3:14][N:15]1[CH2:20][CH2:19][NH:18][CH2:17][CH2:16]1.C1(C=CC(O)=CC=1)O. The yield is 0.700. The product is [CH3:14][N:15]1[CH2:20][CH2:19][N:18]([CH2:10][CH2:9][C:7]2[CH:6]=[CH:5][C:4]([N+:11]([O-:13])=[O:12])=[C:3]([O:2][CH3:1])[CH:8]=2)[CH2:17][CH2:16]1. (4) The reactants are Br[C:2]1[N:7]=[C:6]2[N:8]([CH2:13][CH2:14][CH:15]3[CH2:20][CH2:19][O:18][CH2:17][CH2:16]3)[C:9](=[O:12])[CH2:10][NH:11][C:5]2=[N:4][CH:3]=1.Br[C:22]1[N:23]=[C:24]([NH:35][CH2:36][CH2:37][CH:38]2[CH2:43][CH2:42]OCC2)C(NCC(OCC)=O)=NC=1.Cl. The catalyst is C(O)C. The product is [NH:35]1[C:24]2=[N:23][CH:22]=[C:42]([C:2]3[N:7]=[C:6]4[N:8]([CH2:13][CH2:14][CH:15]5[CH2:20][CH2:19][O:18][CH2:17][CH2:16]5)[C:9](=[O:12])[CH2:10][NH:11][C:5]4=[N:4][CH:3]=3)[CH:43]=[C:38]2[CH:37]=[CH:36]1. The yield is 1.00. (5) The reactants are [CH3:1][O:2][C:3](=[O:6])[CH2:4][OH:5].[H-].[Na+].[Br:9][C:10]1[CH:11]=[C:12]([N+:17]([O-:19])=[O:18])[C:13](Cl)=[N:14][CH:15]=1.O. The catalyst is O1CCCC1. The product is [CH3:1][O:2][C:3](=[O:6])[CH2:4][O:5][C:13]1[C:12]([N+:17]([O-:19])=[O:18])=[CH:11][C:10]([Br:9])=[CH:15][N:14]=1. The yield is 0.990.